From a dataset of Catalyst prediction with 721,799 reactions and 888 catalyst types from USPTO. Predict which catalyst facilitates the given reaction. (1) Product: [CH:1](=[O:5])[CH2:2][CH2:3][CH3:4].[CH2:6]([OH:10])[CH:7]([OH:9])[CH3:8]. The catalyst class is: 45. Reactant: [CH:1](=[O:5])[CH2:2][CH2:3][CH3:4].[CH2:6]([OH:10])[CH:7]([OH:9])[CH3:8]. (2) Reactant: Br[C:2]1[C:7](=[O:8])[N:6]([CH2:9][C:10]2[CH:15]=[CH:14][C:13]([C:16]3[C:17]([C:22]#[N:23])=[CH:18][CH:19]=[CH:20][CH:21]=3)=[CH:12][CH:11]=2)[C:5]([CH2:24][CH2:25][CH3:26])=[N:4][C:3]=1[CH2:27][CH3:28].[CH2:29]([C:31]1[CH:36]=[CH:35][C:34]([OH:37])=[CH:33][CH:32]=1)[CH3:30].[OH-].[K+].CS(C)=O. Product: [CH2:27]([C:3]1[N:4]=[C:5]([CH2:24][CH2:25][CH3:26])[N:6]([CH2:9][C:10]2[CH:15]=[CH:14][C:13]([C:16]3[C:17]([C:22]#[N:23])=[CH:18][CH:19]=[CH:20][CH:21]=3)=[CH:12][CH:11]=2)[C:7](=[O:8])[C:2]=1[O:37][C:34]1[CH:35]=[CH:36][C:31]([CH2:29][CH3:30])=[CH:32][CH:33]=1)[CH3:28]. The catalyst class is: 13. (3) Reactant: [Cl:1][C:2]1[CH:7]=[CH:6][C:5]([C:8]2[CH:13]=[CH:12][CH:11]=[C:10]([CH2:14][OH:15])[C:9]=2[O:16][CH3:17])=[CH:4][CH:3]=1.[Cr](Cl)([O-])(=O)=O.[NH+]1C=CC=CC=1. Product: [Cl:1][C:2]1[CH:3]=[CH:4][C:5]([C:8]2[CH:13]=[CH:12][CH:11]=[C:10]([CH:14]=[O:15])[C:9]=2[O:16][CH3:17])=[CH:6][CH:7]=1. The catalyst class is: 2. (4) Reactant: C([N:8]1[CH2:12][CH:11]2[C:13](=[O:23])[N:14]([C:17]3[CH:22]=[CH:21][CH:20]=[CH:19][CH:18]=3)[C:15](=[O:16])[CH:10]2[CH2:9]1)C1C=CC=CC=1.Cl.[OH-].[Na+]. Product: [C:17]1([N:14]2[C:13](=[O:23])[CH:11]3[CH:10]([CH2:9][NH:8][CH2:12]3)[C:15]2=[O:16])[CH:18]=[CH:19][CH:20]=[CH:21][CH:22]=1. The catalyst class is: 29. (5) Reactant: [C:1]([O:5][C:6]([N:8]([CH2:13][C:14]1[CH:15]=[C:16]([CH2:20][C:21]([O:23][CH3:24])=[O:22])[CH:17]=[CH:18][CH:19]=1)[CH2:9][CH2:10][CH2:11]O)=[O:7])([CH3:4])([CH3:3])[CH3:2].C(N(CC)CC)C.CS(Cl)(=O)=O.C(=O)([O-])[O-].[K+].[K+].[CH3:43][O:44][C:45]1[N:46]([CH2:60][C:61]2[CH:66]=[CH:65][C:64]([CH2:67][NH:68][CH3:69])=[CH:63][CH:62]=2)[C:47]2[C:52]([N:53]=1)=[C:51]([NH2:54])[N:50]=[C:49]([O:55][CH2:56][CH2:57][O:58][CH3:59])[N:48]=2. Product: [NH2:54][C:51]1[N:50]=[C:49]([O:55][CH2:56][CH2:57][O:58][CH3:59])[N:48]=[C:47]2[C:52]=1[N:53]=[C:45]([O:44][CH3:43])[N:46]2[CH2:60][C:61]1[CH:66]=[CH:65][C:64]([CH2:67][N:68]([CH3:69])[CH2:11][CH2:10][CH2:9][N:8]([CH2:13][C:14]2[CH:15]=[C:16]([CH2:20][C:21]([O:23][CH3:24])=[O:22])[CH:17]=[CH:18][CH:19]=2)[C:6]([O:5][C:1]([CH3:4])([CH3:3])[CH3:2])=[O:7])=[CH:63][CH:62]=1. The catalyst class is: 30. (6) Reactant: [C:1]([CH2:4][C:5](=O)[CH3:6])(=[O:3])[CH3:2].C[O-].[Na+].C[O:12][C:13](=[O:22])[C:14]1[CH:19]=[CH:18]C(CBr)=[CH:16][CH:15]=1.Cl. Product: [O:3]=[C:1]([CH3:2])[CH2:4][CH2:5][C:6]1[CH:18]=[CH:19][C:14]([C:13]([OH:22])=[O:12])=[CH:15][CH:16]=1. The catalyst class is: 52.